Dataset: Full USPTO retrosynthesis dataset with 1.9M reactions from patents (1976-2016). Task: Predict the reactants needed to synthesize the given product. (1) Given the product [Cl:9][C:10]1[CH:15]=[C:14]([NH:16][C:17]2[C:26]3[C:21](=[CH:22][CH:23]=[CH:24][C:25]=3[O:27][CH2:28][C@@H:29]3[CH2:33][CH2:32][CH2:31][N:30]3[C:34](=[O:37])[CH2:35][OH:36])[N:20]=[CH:19][N:18]=2)[CH:13]=[CH:12][C:11]=1[O:8][CH2:7][C:2]1[CH:3]=[N:4][CH:5]=[CH:6][N:1]=1, predict the reactants needed to synthesize it. The reactants are: [N:1]1[CH:6]=[CH:5][N:4]=[CH:3][C:2]=1[CH2:7][OH:8].[Cl:9][C:10]1[CH:15]=[C:14]([NH:16][C:17]2[C:26]3[C:21](=[CH:22][CH:23]=[CH:24][C:25]=3[O:27][CH2:28][C@@H:29]3[CH2:33][CH2:32][CH2:31][N:30]3[C:34](=[O:37])[CH2:35][OH:36])[N:20]=[CH:19][N:18]=2)[CH:13]=[CH:12][C:11]=1O. (2) Given the product [S:1]1[C:5]2[CH:6]=[C:7]([NH:10][C:11]3[CH:19]=[C:18]([NH:20][CH:21]([CH3:23])[CH3:22])[C:14]([C:15]([NH:34][CH:31]4[CH2:32][CH2:33][C:28]5([O:27][CH2:26][CH2:25][O:24]5)[CH2:29][CH2:30]4)=[O:16])=[CH:13][N:12]=3)[CH:8]=[CH:9][C:4]=2[N:3]=[CH:2]1, predict the reactants needed to synthesize it. The reactants are: [S:1]1[C:5]2[CH:6]=[C:7]([NH:10][C:11]3[CH:19]=[C:18]([NH:20][CH:21]([CH3:23])[CH3:22])[C:14]([C:15](O)=[O:16])=[CH:13][N:12]=3)[CH:8]=[CH:9][C:4]=2[N:3]=[CH:2]1.[O:24]1[C:28]2([CH2:33][CH2:32][CH:31]([NH2:34])[CH2:30][CH2:29]2)[O:27][CH2:26][CH2:25]1.CCN(C(C)C)C(C)C.C1CN([P+](ON2N=NC3C=CC=CC2=3)(N2CCCC2)N2CCCC2)CC1.F[P-](F)(F)(F)(F)F.